From a dataset of Full USPTO retrosynthesis dataset with 1.9M reactions from patents (1976-2016). Predict the reactants needed to synthesize the given product. (1) The reactants are: [CH3:1][O:2][CH2:3][CH2:4][C:5]([NH:29]C(=O)OC(C)(C)C)([CH2:25][CH2:26][O:27][CH3:28])[CH2:6][NH:7][C:8](=[O:24])[O:9][CH2:10][CH:11]1[C:23]2[CH:22]=[CH:21][CH:20]=[CH:19][C:18]=2[C:17]2[C:12]1=[CH:13][CH:14]=[CH:15][CH:16]=2. Given the product [NH2:29][C:5]([CH2:4][CH2:3][O:2][CH3:1])([CH2:25][CH2:26][O:27][CH3:28])[CH2:6][NH:7][C:8](=[O:24])[O:9][CH2:10][CH:11]1[C:23]2[CH:22]=[CH:21][CH:20]=[CH:19][C:18]=2[C:17]2[C:12]1=[CH:13][CH:14]=[CH:15][CH:16]=2, predict the reactants needed to synthesize it. (2) Given the product [C:29]([O:28][C:26](=[O:27])[NH:25][C@H:15]([C:16]([N:18]1[CH2:22][CH2:21][C:20]([F:24])([F:23])[CH2:19]1)=[O:17])[C@H:14]([C:11]1[CH:12]=[CH:13][C:8]([OH:7])=[CH:9][C:10]=1[F:34])[CH3:33])([CH3:30])([CH3:31])[CH3:32], predict the reactants needed to synthesize it. The reactants are: C(OC(=O)[O:7][C:8]1[CH:13]=[CH:12][C:11]([C@H:14]([CH3:33])[C@H:15]([NH:25][C:26]([O:28][C:29]([CH3:32])([CH3:31])[CH3:30])=[O:27])[C:16]([N:18]2[CH2:22][CH2:21][C:20]([F:24])([F:23])[CH2:19]2)=[O:17])=[C:10]([F:34])[CH:9]=1)(C)(C)C.N1CCCCC1. (3) Given the product [CH3:19][O:1][C:2]1[C:11]([CH:12]=[O:13])=[CH:10][C:9]([N+:14]([O-:16])=[O:15])=[C:8]2[C:3]=1[CH:4]=[CH:5][C:6]([CH3:18])([CH3:17])[O:7]2, predict the reactants needed to synthesize it. The reactants are: [OH:1][C:2]1[C:11]([CH:12]=[O:13])=[CH:10][C:9]([N+:14]([O-:16])=[O:15])=[C:8]2[C:3]=1[CH:4]=[CH:5][C:6]([CH3:18])([CH3:17])[O:7]2.[C:19]([O-])([O-])=O.[K+].[K+].CI.